Dataset: Reaction yield outcomes from USPTO patents with 853,638 reactions. Task: Predict the reaction yield, written as a fraction of the theoretical maximum amount of product (1.0 means a 100% yield; for example, 0.34 means a 34% yield). (1) The reactants are C(N(CC)CC)C.C(O[C:12](=[O:14])[CH3:13])(=O)C.[NH:15]1[CH2:20][CH2:19][CH2:18][C@@H:17]([NH:21][C:22]2[CH:27]=[CH:26][N:25]=[C:24]([C:28]3[CH:29]=[N:30][N:31]4[CH:36]=[CH:35][C:34]([C:37]#[N:38])=[CH:33][C:32]=34)[N:23]=2)[CH2:16]1. The catalyst is CN(C)C1C=CN=CC=1.ClCCl. The product is [C:12]([N:15]1[CH2:20][CH2:19][CH2:18][C@@H:17]([NH:21][C:22]2[CH:27]=[CH:26][N:25]=[C:24]([C:28]3[CH:29]=[N:30][N:31]4[CH:36]=[CH:35][C:34]([C:37]#[N:38])=[CH:33][C:32]=34)[N:23]=2)[CH2:16]1)(=[O:14])[CH3:13]. The yield is 0.440. (2) The reactants are [NH:1]1[C:9]2[C:4](=[CH:5][CH:6]=[CH:7][CH:8]=2)[CH2:3][C:2]1=[O:10].[N+:11]([O-])([OH:13])=[O:12]. The catalyst is S(=O)(=O)(O)O. The product is [N+:11]([C:6]1[CH:5]=[C:4]2[C:9](=[CH:8][CH:7]=1)[NH:1][C:2](=[O:10])[CH2:3]2)([O-:13])=[O:12]. The yield is 0.980. (3) The reactants are [CH2:1]([O:3][P:4]([CH2:9][CH2:10][C:11]([OH:13])=[O:12])([O:6][CH2:7][CH3:8])=[O:5])[CH3:2].C([O-])(O)=O.[Na+].[C:19](=[O:26])([O:23][CH2:24]I)[S:20][CH2:21][CH3:22]. The catalyst is O.C(Cl)Cl. The product is [C:19](=[O:26])([O:23][CH2:24][O:12][C:11](=[O:13])[CH2:10][CH2:9][P:4]([O:3][CH2:1][CH3:2])([O:6][CH2:7][CH3:8])=[O:5])[S:20][CH2:21][CH3:22]. The yield is 0.830. (4) The reactants are [SH:1][C:2]1[CH:7]=[CH:6][C:5]([CH2:8][C:9]([OH:11])=[O:10])=[CH:4][CH:3]=1.Cl[C:13]([C:26]1[CH:31]=[CH:30][CH:29]=[CH:28][CH:27]=1)([C:20]1[CH:25]=[CH:24][CH:23]=[CH:22][CH:21]=1)[C:14]1[CH:19]=[CH:18][CH:17]=[CH:16][CH:15]=1. The catalyst is ClCCl. The product is [C:14]1([C:13]([C:20]2[CH:21]=[CH:22][CH:23]=[CH:24][CH:25]=2)([C:26]2[CH:27]=[CH:28][CH:29]=[CH:30][CH:31]=2)[S:1][C:2]2[CH:3]=[CH:4][C:5]([CH2:8][C:9]([OH:11])=[O:10])=[CH:6][CH:7]=2)[CH:15]=[CH:16][CH:17]=[CH:18][CH:19]=1. The yield is 0.870. (5) The reactants are [Cl:1][C:2]1[CH:3]=[CH:4][C:5]([C:8]2[CH:13]=[CH:12][N:11]([C:14]3[CH:15]=[CH:16][C:17]4[C:18]5[CH2:27][NH:26][CH2:25][CH2:24][C:19]=5[N:20]([CH3:23])[C:21]=4[CH:22]=3)[C:10](=[O:28])[CH:9]=2)=[N:6][CH:7]=1.[C:29]1(N)C(F)=C(F)C(F)=C(N)C=1F.[ClH:41].Cl. No catalyst specified. The product is [ClH:1].[ClH:41].[Cl:1][C:2]1[CH:3]=[CH:4][C:5]([C:8]2[CH:13]=[CH:12][N:11]([C:14]3[CH:15]=[CH:16][C:17]4[C:18]5[CH2:27][N:26]([CH3:29])[CH2:25][CH2:24][C:19]=5[N:20]([CH3:23])[C:21]=4[CH:22]=3)[C:10](=[O:28])[CH:9]=2)=[N:6][CH:7]=1. The yield is 0.810. (6) The reactants are [OH:1]O.[Br:3][C:4]1[CH:9]=[CH:8][C:7]([S:10][C:11]([F:14])([F:13])[F:12])=[CH:6][CH:5]=1. The catalyst is C(O)(=O)C. The product is [F:13][C:11]([S:10]([C:7]1[CH:6]=[CH:5][C:4]([Br:3])=[CH:9][CH:8]=1)=[O:1])([F:14])[F:12]. The yield is 0.530.